From a dataset of Peptide-MHC class I binding affinity with 185,985 pairs from IEDB/IMGT. Regression. Given a peptide amino acid sequence and an MHC pseudo amino acid sequence, predict their binding affinity value. This is MHC class I binding data. (1) The peptide sequence is SSKMFNYFK. The MHC is HLA-C07:01 with pseudo-sequence HLA-C07:01. The binding affinity (normalized) is 0.291. (2) The peptide sequence is GKQYIHCFRK. The MHC is HLA-A31:01 with pseudo-sequence HLA-A31:01. The binding affinity (normalized) is 0.241.